Dataset: Peptide-MHC class II binding affinity with 134,281 pairs from IEDB. Task: Regression. Given a peptide amino acid sequence and an MHC pseudo amino acid sequence, predict their binding affinity value. This is MHC class II binding data. (1) The MHC is DRB1_0101 with pseudo-sequence DRB1_0101. The peptide sequence is VGRLSAEELMSLAAD. The binding affinity (normalized) is 0.291. (2) The peptide sequence is KHLAVLVKYEGDTMA. The MHC is DRB4_0101 with pseudo-sequence DRB4_0103. The binding affinity (normalized) is 0.421.